Dataset: Reaction yield outcomes from USPTO patents with 853,638 reactions. Task: Predict the reaction yield, written as a fraction of the theoretical maximum amount of product (1.0 means a 100% yield; for example, 0.34 means a 34% yield). (1) The reactants are [F:1][CH2:2][CH2:3][N:4]1[CH2:7][CH:6]([NH:8][C:9]2[CH:14]=[CH:13][C:12]([N+:15]([O-])=O)=[C:11]([O:18][CH3:19])[CH:10]=2)[CH2:5]1. The catalyst is O1CCOCC1.[Pd]. The product is [F:1][CH2:2][CH2:3][N:4]1[CH2:7][CH:6]([NH:8][C:9]2[CH:14]=[CH:13][C:12]([NH2:15])=[C:11]([O:18][CH3:19])[CH:10]=2)[CH2:5]1. The yield is 0.680. (2) The reactants are [NH2:1][C:2]1[N:11]=[CH:10][C:9]2[C:8](SC)=[N:7][CH:6]=[N:5][C:4]=2[CH:3]=1.[N+:14]([C:17]1[CH:18]=[C:19]([CH:21]=[CH:22][CH:23]=1)[NH2:20])([O-])=O. The catalyst is CO.C1COCC1.[Pd]. The product is [NH2:1][C:2]1[N:11]=[CH:10][C:9]2[C:8]([NH:14][C:17]3[CH:23]=[CH:22][CH:21]=[C:19]([NH2:20])[CH:18]=3)=[N:7][CH:6]=[N:5][C:4]=2[CH:3]=1. The yield is 0.160. (3) The reactants are [Cl:1][C:2]1[CH:7]=[CH:6][C:5]([C:8]2([OH:23])[CH2:13][CH2:12][N:11](C(OC(C)(C)C)=O)[CH2:10][C:9]2([CH3:22])[CH3:21])=[CH:4][CH:3]=1.Cl. The catalyst is O1CCOCC1. The product is [Cl:1][C:2]1[CH:7]=[CH:6][C:5]([C:8]2([OH:23])[CH2:13][CH2:12][NH:11][CH2:10][C:9]2([CH3:21])[CH3:22])=[CH:4][CH:3]=1. The yield is 1.00. (4) The reactants are [OH-].[Na+].[N:3]1[C:16]2[C:7](=C3[C:13](=[CH:14][CH:15]=2)[CH:12]=[CH:11][C:10](=O)[C:9]3=[O:18])[CH:6]=[CH:5][CH:4]=1. No catalyst specified. The product is [CH:6]1[C:7]2[C:9](=[O:18])[C:10]3[C:15](=[CH:14][CH:13]=[CH:12][CH:11]=3)[C:16]=2[N:3]=[CH:4][CH:5]=1. The yield is 0.379. (5) The reactants are C([N:8]1[CH2:12][CH2:11][CH:10]([C:13]([F:24])([F:23])[CH2:14][O:15]CC2C=CC=CC=2)[CH2:9]1)C1C=CC=CC=1. The catalyst is CO.[Pd]. The product is [F:23][C:13]([F:24])([CH:10]1[CH2:11][CH2:12][NH:8][CH2:9]1)[CH2:14][OH:15]. The yield is 0.980. (6) The catalyst is CN(C)C=O. The reactants are [CH:1]1([C:4]([NH:6][C:7]2[N:8]=[C:9]3[CH:14]=[CH:13][C:12]([S:15][C:16]4[CH:24]=[CH:23][CH:22]=[CH:21][C:17]=4[C:18](O)=[O:19])=[N:11][N:10]3[CH:25]=2)=[O:5])[CH2:3][CH2:2]1.[F:26][C:27]([F:36])([F:35])[C:28]1[CH:34]=[CH:33][C:31]([NH2:32])=[CH:30][CH:29]=1.F[P-](F)(F)(F)(F)F.N1(OC(N(C)C)=[N+](C)C)C2N=CC=CC=2N=N1.C(N(CC)C(C)C)(C)C. The product is [CH:1]1([C:4]([NH:6][C:7]2[N:8]=[C:9]3[CH:14]=[CH:13][C:12]([S:15][C:16]4[CH:24]=[CH:23][CH:22]=[CH:21][C:17]=4[C:18]([NH:32][C:31]4[CH:33]=[CH:34][C:28]([C:27]([F:26])([F:35])[F:36])=[CH:29][CH:30]=4)=[O:19])=[N:11][N:10]3[CH:25]=2)=[O:5])[CH2:2][CH2:3]1. The yield is 0.740.